From a dataset of Full USPTO retrosynthesis dataset with 1.9M reactions from patents (1976-2016). Predict the reactants needed to synthesize the given product. (1) Given the product [NH2:16][C:2]1[CH:10]=[CH:9][C:8]([S:11]([CH3:14])(=[O:13])=[O:12])=[CH:7][C:3]=1[C:4]([OH:6])=[O:5], predict the reactants needed to synthesize it. The reactants are: Cl[C:2]1[CH:10]=[CH:9][C:8]([S:11]([CH3:14])(=[O:13])=[O:12])=[CH:7][C:3]=1[C:4]([OH:6])=[O:5].[OH-].[NH4+:16]. (2) Given the product [CH3:1][C:2]1[C:6]([C:7]2[C:16]3[O:15][CH2:14][C@H:13]([C:17]4[CH:22]=[CH:21][CH:20]=[CH:19][N:18]=4)[N:12]4[C:23]([CH:25]5[CH2:30][CH2:29][N:28]([C:31]([O:33][C:34]([CH3:36])([CH3:35])[CH3:37])=[O:32])[CH2:27][CH2:26]5)=[N:24][C:10]([C:11]=34)=[CH:9][CH:8]=2)=[C:5]([CH3:38])[O:4][N:3]=1, predict the reactants needed to synthesize it. The reactants are: [CH3:1][C:2]1[C:6]([C:7]2[C:16]3[O:15][CH2:14][C@H:13]([C:17]4[CH:22]=[CH:21][CH:20]=[CH:19][N:18]=4)[N:12]4[C:23]([C:25]5[CH2:26][CH2:27][N:28]([C:31]([O:33][C:34]([CH3:37])([CH3:36])[CH3:35])=[O:32])[CH2:29][CH:30]=5)=[N:24][C:10]([C:11]=34)=[CH:9][CH:8]=2)=[C:5]([CH3:38])[O:4][N:3]=1.[H][H]. (3) Given the product [C:8]1([C:3]2([CH2:14][CH2:15][C:16]([OH:18])=[O:17])[CH2:4][CH2:5][CH2:6][CH2:7][CH2:2]2)[CH:13]=[CH:12][CH:11]=[CH:10][CH:9]=1, predict the reactants needed to synthesize it. The reactants are: O=[C:2]1[CH2:7][CH2:6][CH2:5][CH2:4][C:3]1([CH2:14][CH2:15][C:16]([OH:18])=[O:17])[C:8]1[CH:13]=[CH:12][CH:11]=[CH:10][CH:9]=1.[OH-].[K+].O.NN. (4) The reactants are: [CH:1]([C@@H:4]1[CH2:8][CH2:7][S:6](=[O:10])(=[O:9])[NH:5]1)([CH3:3])[CH3:2].Br[C:12]1[CH:17]=[C:16]([F:18])[C:15]([C:19]([N:21]2[CH2:26][CH2:25][N:24]([C:27]3[C:32]([CH3:33])=[CH:31][C:30]([CH3:34])=[CH:29][N:28]=3)[CH2:23][CH2:22]2)=[O:20])=[C:14]([F:35])[CH:13]=1. Given the product [F:18][C:16]1[CH:17]=[C:12]([N:5]2[C@H:4]([CH:1]([CH3:3])[CH3:2])[CH2:8][CH2:7][S:6]2(=[O:10])=[O:9])[CH:13]=[C:14]([F:35])[C:15]=1[C:19]([N:21]1[CH2:22][CH2:23][N:24]([C:27]2[C:32]([CH3:33])=[CH:31][C:30]([CH3:34])=[CH:29][N:28]=2)[CH2:25][CH2:26]1)=[O:20], predict the reactants needed to synthesize it. (5) Given the product [CH2:1]([O:3][C:4](=[O:26])[NH:5][C:6]1[CH:11]=[CH:10][C:9]([NH2:12])=[CH:8][C:7]=1[N+:23]([O-:25])=[O:24])[CH3:2], predict the reactants needed to synthesize it. The reactants are: [CH2:1]([O:3][C:4](=[O:26])[NH:5][C:6]1[CH:11]=[CH:10][C:9]([N:12]2C(=O)C3=CC=CC=C3C2=O)=[CH:8][C:7]=1[N+:23]([O-:25])=[O:24])[CH3:2].O.NN. (6) The reactants are: [Br:1][C:2]1[CH:3]=[CH:4][C:5]([OH:10])=[C:6]([CH:9]=1)[CH:7]=[O:8].[C:11]1([N:17]2[CH2:22][CH2:21][O:20][CH2:19][CH2:18]2)[CH2:16][CH2:15][CH2:14][CH2:13][CH:12]=1. Given the product [Br:1][C:2]1[CH:9]=[C:6]2[C:5]([O:10][C:11]3([N:17]4[CH2:22][CH2:21][O:20][CH2:19][CH2:18]4)[CH:16]([CH:7]2[OH:8])[CH2:15][CH2:14][CH2:13][CH2:12]3)=[CH:4][CH:3]=1, predict the reactants needed to synthesize it. (7) Given the product [F:10][C:11]1[CH:19]=[CH:18][CH:17]=[C:16]2[C:12]=1[CH:13]=[C:14]([C:2]1[C:3](=[O:9])[NH:4][NH:5][C:6](=[O:8])[CH:7]=1)[NH:15]2, predict the reactants needed to synthesize it. The reactants are: Br[C:2]1[C:3](=[O:9])[NH:4][NH:5][C:6](=[O:8])[CH:7]=1.[F:10][C:11]1[CH:19]=[CH:18][CH:17]=[C:16]2[C:12]=1[CH:13]=[C:14](B(O)O)[NH:15]2.[O-]P([O-])([O-])=O.[K+].[K+].[K+]. (8) Given the product [CH3:1][N:2]([CH3:17])[C:3]1[CH:8]=[CH:7][C:6]([C:9]2([OH:16])[CH2:14][CH2:13][CH:12]([N:18]3[CH2:21][CH:20]([NH:22][C:23]([CH2:25][NH:26][C:27](=[O:38])[C:28]4[CH:33]=[CH:32][CH:31]=[C:30]([C:34]([F:37])([F:35])[F:36])[CH:29]=4)=[O:24])[CH2:19]3)[CH2:11][CH2:10]2)=[CH:5][CH:4]=1, predict the reactants needed to synthesize it. The reactants are: [CH3:1][N:2]([CH3:17])[C:3]1[CH:8]=[CH:7][C:6]([C:9]2([OH:16])[CH2:14][CH2:13][C:12](=O)[CH2:11][CH2:10]2)=[CH:5][CH:4]=1.[NH:18]1[CH2:21][CH:20]([NH:22][C:23]([CH2:25][NH:26][C:27](=[O:38])[C:28]2[CH:33]=[CH:32][CH:31]=[C:30]([C:34]([F:37])([F:36])[F:35])[CH:29]=2)=[O:24])[CH2:19]1.